From a dataset of Forward reaction prediction with 1.9M reactions from USPTO patents (1976-2016). Predict the product of the given reaction. (1) The product is: [Cl:29][C:24]1[CH:23]=[C:22]([CH:20]2[CH2:21][N:17]([C:15]([CH:12]3[CH2:13][CH2:14][CH:9]([NH:7][CH3:6])[CH2:10][CH2:11]3)=[O:16])[CH2:18][CH:19]2[CH:30]([O:32][C:33]2[CH:38]=[CH:37][C:36]([C:39]#[N:40])=[CH:35][N:34]=2)[CH3:31])[CH:27]=[CH:26][C:25]=1[Cl:28]. Given the reactants C(O[C:6](=O)[N:7]([CH:9]1[CH2:14][CH2:13][CH:12]([C:15]([N:17]2[CH2:21][CH:20]([C:22]3[CH:27]=[CH:26][C:25]([Cl:28])=[C:24]([Cl:29])[CH:23]=3)[CH:19]([CH:30]([O:32][C:33]3[CH:38]=[CH:37][C:36]([C:39]#[N:40])=[CH:35][N:34]=3)[CH3:31])[CH2:18]2)=[O:16])[CH2:11][CH2:10]1)C)(C)(C)C.C(O)(C(F)(F)F)=O.C([O-])(O)=O.[Na+], predict the reaction product. (2) The product is: [Cl:30][C:31]1[CH:32]=[C:33]2[C:38](=[CH:39][CH:40]=1)[CH:37]=[C:36]([S:41]([CH2:44][CH2:45][C:16]([N:13]1[CH2:14][CH2:15][CH:10]([N:8]3[CH2:9][C:5]4=[C:4]([CH3:24])[N:3]=[C:2]([CH3:1])[N:6]4[C:7]3=[O:23])[CH2:11][CH2:12]1)=[O:18])(=[O:43])=[O:42])[CH:35]=[CH:34]2. Given the reactants [CH3:1][C:2]1[N:6]2[C:7](=[O:23])[N:8]([CH:10]3[CH2:15][CH2:14][N:13]([C:16]([O:18]C(C)(C)C)=O)[CH2:12][CH2:11]3)[CH2:9][C:5]2=[C:4]([CH3:24])[N:3]=1.C(=O)([O-])O.[Na+].[Cl:30][C:31]1[CH:32]=[C:33]2[C:38](=[CH:39][CH:40]=1)[CH:37]=[C:36]([S:41]([CH2:44][CH2:45]C(Cl)=O)(=[O:43])=[O:42])[CH:35]=[CH:34]2, predict the reaction product. (3) The product is: [F:1][C:2]1[CH:10]=[CH:9][C:8]([CH2:11][C:12]2[C:21]3[C:16](=[CH:17][CH:18]=[CH:19][CH:20]=3)[C:15](=[O:22])[NH:14][N:13]=2)=[CH:7][C:3]=1[C:4]([N:27]1[CH2:28][CH2:29][CH:24]([OH:23])[CH2:25][CH2:26]1)=[O:6]. Given the reactants [F:1][C:2]1[CH:10]=[CH:9][C:8]([CH2:11][C:12]2[C:21]3[C:16](=[CH:17][CH:18]=[CH:19][CH:20]=3)[C:15](=[O:22])[NH:14][N:13]=2)=[CH:7][C:3]=1[C:4]([OH:6])=O.[OH:23][CH:24]1[CH2:29][CH2:28][NH:27][CH2:26][CH2:25]1.C(N(CC)CC)C.F[P-](F)(F)(F)(F)F.N1(OC(N(C)C)=[N+](C)C)C2C=CC=CC=2N=N1, predict the reaction product. (4) Given the reactants [NH:1]1[C:9]2[C:4](=[C:5]([NH:10][C:11]3[N:23]=[CH:22][C:21]([CH:24]4[CH2:26][CH2:25]4)=[CH:20][C:12]=3[C:13]([O:15][C:16]([CH3:19])([CH3:18])[CH3:17])=[O:14])[CH:6]=[CH:7][CH:8]=2)[CH:3]=[CH:2]1.CC(C)([O-])C.[K+].Br[CH2:34][CH2:35][CH2:36][O:37][CH3:38].O, predict the reaction product. The product is: [CH:24]1([C:21]2[CH:22]=[N:23][C:11]([NH:10][C:5]3[CH:6]=[CH:7][CH:8]=[C:9]4[C:4]=3[CH:3]=[CH:2][N:1]4[CH2:34][CH2:35][CH2:36][O:37][CH3:38])=[C:12]([CH:20]=2)[C:13]([O:15][C:16]([CH3:18])([CH3:19])[CH3:17])=[O:14])[CH2:26][CH2:25]1. (5) Given the reactants [CH2:1]([O:4][C:5]1([CH3:37])[CH2:10][CH2:9][N:8]([C:11]2[N:16]3[N:17]=[C:18]([C:20]([O:22]CC)=[O:21])[CH:19]=[C:15]3[N:14]=[C:13]([CH3:25])[C:12]=2[C@H:26]([O:32][C:33]([CH3:36])([CH3:35])[CH3:34])[C:27]([O:29][CH2:30][CH3:31])=[O:28])[CH2:7][CH2:6]1)[CH:2]=[CH2:3].[OH-].[Na+], predict the reaction product. The product is: [CH2:1]([O:4][C:5]1([CH3:37])[CH2:10][CH2:9][N:8]([C:11]2[N:16]3[N:17]=[C:18]([C:20]([OH:22])=[O:21])[CH:19]=[C:15]3[N:14]=[C:13]([CH3:25])[C:12]=2[C@H:26]([O:32][C:33]([CH3:36])([CH3:35])[CH3:34])[C:27]([O:29][CH2:30][CH3:31])=[O:28])[CH2:7][CH2:6]1)[CH:2]=[CH2:3]. (6) Given the reactants [C:1]([C:4]1[CH:5]=[C:6]2[C:11](=[O:12])[O:10][C:8](=O)[C:7]2=[CH:13][CH:14]=1)([OH:3])=[O:2].[NH2:15][CH2:16][CH2:17][CH2:18][CH2:19][C:20]([OH:22])=[O:21], predict the reaction product. The product is: [C:1]([C:4]1[CH:5]=[C:6]2[C:11](=[O:12])[N:15]([CH2:16][CH2:17][CH2:18][CH2:19][C:20]([OH:22])=[O:21])[C:8](=[O:10])[C:7]2=[CH:13][CH:14]=1)([OH:3])=[O:2]. (7) The product is: [O:18]([C:8]1[CH:9]=[CH:10][C:5]([C:1]([CH3:4])([CH3:3])[CH3:2])=[CH:6][CH:7]=1)[C:12]1[CH:17]=[CH:16][CH:15]=[CH:14][CH:13]=1. Given the reactants [C:1]([C:5]1[CH:10]=[CH:9][C:8](Br)=[CH:7][CH:6]=1)([CH3:4])([CH3:3])[CH3:2].[C:12]1([OH:18])[CH:17]=[CH:16][CH:15]=[CH:14][CH:13]=1.C([O-])([O-])=O.[Cs+].[Cs+].C1(C(O)=O)C2C(=CC=CC=2)C=CC=1, predict the reaction product. (8) Given the reactants Cl.[CH2:2]1[CH:6]2[CH2:7][CH2:8][CH2:9][CH:5]2[CH2:4][NH:3]1.C([O-])([O-])=O.[K+].[K+].[Cl:16][CH2:17][CH2:18][CH2:19]Br, predict the reaction product. The product is: [Cl:16][CH2:17][CH2:18][CH2:19][N:3]1[CH2:4][CH:5]2[CH2:9][CH2:8][CH2:7][CH:6]2[CH2:2]1.